Predict which catalyst facilitates the given reaction. From a dataset of Catalyst prediction with 721,799 reactions and 888 catalyst types from USPTO. (1) Reactant: [Br:1][C:2]1[CH:7]=[CH:6][C:5]([S:8](C(C)C)(=[O:10])=[O:9])=[CH:4][CH:3]=1.[Li+].[CH3:15][CH:16]([N-]C(C)C)[CH3:17].I[CH2:23][CH3:24].[CH2:25]1COCC1. Product: [Br:1][C:2]1[CH:3]=[CH:4][C:5]([S:8]([C:23]([CH3:24])([CH:16]([CH3:17])[CH3:15])[CH3:25])(=[O:9])=[O:10])=[CH:6][CH:7]=1. The catalyst class is: 775. (2) Reactant: [Cl:1][C:2]1[CH:7]=[CH:6][C:5]([N:8]2[C:13](=[O:14])[C:12]3[CH:15]=[N:16][N:17]([C:18]4[CH:23]=[CH:22][CH:21]=[CH:20][CH:19]=4)[C:11]=3[N:10]=[C:9]2[C:24]2[CH:29]=[CH:28][C:27](B3OC(C)(C)C(C)(C)O3)=[CH:26][CH:25]=2)=[CH:4][CH:3]=1.[NH2:39][C:40]1[CH:45]=[CH:44][C:43](Br)=[CH:42][N:41]=1.C([O-])([O-])=O.[Cs+].[Cs+]. Product: [NH2:39][C:40]1[N:41]=[CH:42][C:43]([C:27]2[CH:28]=[CH:29][C:24]([C:9]3[N:8]([C:5]4[CH:4]=[CH:3][C:2]([Cl:1])=[CH:7][CH:6]=4)[C:13](=[O:14])[C:12]4[CH:15]=[N:16][N:17]([C:18]5[CH:23]=[CH:22][CH:21]=[CH:20][CH:19]=5)[C:11]=4[N:10]=3)=[CH:25][CH:26]=2)=[CH:44][CH:45]=1. The catalyst class is: 140. (3) Reactant: [CH3:1][C:2]1[N:10]=[CH:9][CH:8]=[CH:7][C:3]=1[C:4]([NH2:6])=O.C(N(CC)CC)C.FC(F)(F)C(OC(=O)C(F)(F)F)=O.O. Product: [C:4]([C:3]1[C:2]([CH3:1])=[N:10][CH:9]=[CH:8][CH:7]=1)#[N:6]. The catalyst class is: 2. (4) Reactant: [CH2:1]([C:3]1[CH:8]=[CH:7][C:6]([C:9]([C:11]2[CH:12]=[N:13][C:14]([O:17]CC3C=CC=CC=3)=[CH:15][CH:16]=2)=O)=[CH:5][CH:4]=1)[CH3:2].O.NN.[OH-].[K+].O. Product: [CH2:1]([C:3]1[CH:4]=[CH:5][C:6]([CH2:9][C:11]2[CH:12]=[N:13][C:14]([OH:17])=[CH:15][CH:16]=2)=[CH:7][CH:8]=1)[CH3:2]. The catalyst class is: 196. (5) Reactant: [Br:1][C:2]1[CH:7]=[CH:6][C:5]([S:8](Cl)(=[O:10])=[O:9])=[CH:4][C:3]=1[O:12][CH3:13].C(N(CC)C(C)C)(C)C.[C:23]([NH2:27])([CH3:26])([CH3:25])[CH3:24]. Product: [Br:1][C:2]1[CH:7]=[CH:6][C:5]([S:8]([NH:27][C:23]([CH3:26])([CH3:25])[CH3:24])(=[O:10])=[O:9])=[CH:4][C:3]=1[O:12][CH3:13]. The catalyst class is: 3. (6) Reactant: [CH3:1][NH2:2].[F:3][C:4]1[CH:14]=[C:13]([Cl:15])[C:12]([F:16])=[CH:11][C:5]=1[C:6](OCC)=[O:7]. The catalyst class is: 20. Product: [CH3:1][NH:2][C:6](=[O:7])[C:5]1[CH:11]=[C:12]([F:16])[C:13]([Cl:15])=[CH:14][C:4]=1[F:3]. (7) Reactant: [C:1]([C@@H:3]([NH:22][C:23]([C:25]1([NH:31]C(=O)OC(C)(C)C)CCC[CH2:27][CH2:26]1)=[O:24])[CH2:4][C:5]1[CH:10]=[CH:9][C:8]([C:11]2[CH:12]=[C:13]3[CH2:19][N:18]([CH3:20])[C:17](=[O:21])[C:14]3=[N:15][CH:16]=2)=[CH:7][CH:6]=1)#[N:2].[CH:39]([OH:41])=O.[C:42](#N)C. Product: [NH2:31][C:25]1([C:23]([NH:22][C@H:3]([C:1]#[N:2])[CH2:4][C:5]2[CH:10]=[CH:9][C:8]([C:11]3[CH:12]=[C:13]4[CH2:19][N:18]([CH3:20])[C:17](=[O:21])[C:14]4=[N:15][CH:16]=3)=[CH:7][CH:6]=2)=[O:24])[CH2:26][CH2:27][O:41][CH2:39][CH2:42]1. The catalyst class is: 24. (8) Reactant: [CH:1]([C:4]1[CH:9]=[CH:8][C:7]([S:10]([CH2:13][C:14]2[CH:19]=[CH:18][C:17]([CH2:20][C:21]([NH2:23])=O)=[CH:16][CH:15]=2)(=[O:12])=[O:11])=[CH:6][CH:5]=1)([CH3:3])[CH3:2].B.CSC.[ClH:28]. Product: [CH:1]([C:4]1[CH:5]=[CH:6][C:7]([S:10]([CH2:13][C:14]2[CH:15]=[CH:16][C:17]([CH2:20][CH2:21][NH2:23])=[CH:18][CH:19]=2)(=[O:12])=[O:11])=[CH:8][CH:9]=1)([CH3:3])[CH3:2].[ClH:28]. The catalyst class is: 214.